This data is from Full USPTO retrosynthesis dataset with 1.9M reactions from patents (1976-2016). The task is: Predict the reactants needed to synthesize the given product. (1) Given the product [CH3:1][N:2]1[C:6]([CH2:7][O:8][CH2:9][C:10]2[CH:11]=[C:12]([NH:16][C:17]3[C:18]([NH2:27])=[CH:19][C:20]([C:23]([F:25])([F:24])[F:26])=[CH:21][CH:22]=3)[CH:13]=[CH:14][CH:15]=2)=[N:5][CH:4]=[N:3]1, predict the reactants needed to synthesize it. The reactants are: [CH3:1][N:2]1[C:6]([CH2:7][O:8][CH2:9][C:10]2[CH:11]=[C:12]([NH:16][C:17]3[CH:22]=[CH:21][C:20]([C:23]([F:26])([F:25])[F:24])=[CH:19][C:18]=3[N+:27]([O-])=O)[CH:13]=[CH:14][CH:15]=2)=[N:5][CH:4]=[N:3]1.[H][H]. (2) Given the product [CH:1]1([CH2:6][C@@H:7]([C:20]([NH:22][NH:23][C:24]2[C:29]([F:30])=[C:28]([N:31]3[CH2:36][CH2:35][N:34]([CH3:37])[C@@H:33]([CH3:38])[CH2:32]3)[N:27]=[C:26]([CH3:39])[N:25]=2)=[O:21])[CH2:8][N:9]([OH:12])[CH:10]=[O:11])[CH2:5][CH2:4][CH2:3][CH2:2]1, predict the reactants needed to synthesize it. The reactants are: [CH:1]1([CH2:6][C@@H:7]([C:20]([NH:22][NH:23][C:24]2[C:29]([F:30])=[C:28]([N:31]3[CH2:36][CH2:35][N:34]([CH3:37])[C@@H:33]([CH3:38])[CH2:32]3)[N:27]=[C:26]([CH3:39])[N:25]=2)=[O:21])[CH2:8][N:9]([O:12]CC2C=CC=CC=2)[CH:10]=[O:11])[CH2:5][CH2:4][CH2:3][CH2:2]1. (3) Given the product [C:1]([O:4][CH2:5][C:6]1[CH2:13][S:12][C@@H:11]2[N:8]([C:9](=[O:15])[C@H:10]2[N:14]([CH2:35][C:30]2[CH:31]=[CH:32][CH:33]=[CH:34][N:29]=2)[CH2:22][C:23]2[CH:28]=[CH:27][CH:26]=[CH:25][N:24]=2)[C:7]=1[C:16]([O:18][CH3:19])=[O:17])(=[O:3])[CH3:2], predict the reactants needed to synthesize it. The reactants are: [C:1]([O:4][CH2:5][C:6]1[CH2:13][S:12][C@@H:11]2[N:8]([C:9](=[O:15])[C@H:10]2[NH2:14])[C:7]=1[C:16]([O:18][CH3:19])=[O:17])(=[O:3])[CH3:2].Cl.Cl[CH2:22][C:23]1[CH:28]=[CH:27][CH:26]=[CH:25][N:24]=1.[N:29]1[CH:34]=[CH:33][CH:32]=[CH:31][C:30]=1[CH:35]=O.[BH4-].[Na+]. (4) Given the product [Cl-:46].[CH2:28]([NH:27][C:26]([O:25][C:13]1[CH:12]=[C:11]([CH2:10][C@H:9]([NH3+:31])[C:8](=[O:39])[NH:7][C:4]([C:3]([O:2][CH3:1])=[O:40])([CH3:6])[CH3:5])[CH:16]=[CH:15][C:14]=1[OH:17])=[O:30])[CH3:29], predict the reactants needed to synthesize it. The reactants are: [CH3:1][O:2][C:3](=[O:40])[C:4]([NH:7][C:8](=[O:39])[C@@H:9]([NH:31]C(OC(C)(C)C)=O)[CH2:10][C:11]1[CH:16]=[CH:15][C:14]([O:17]CC2C=CC=CC=2)=[C:13]([O:25][C:26](=[O:30])[NH:27][CH2:28][CH3:29])[CH:12]=1)([CH3:6])[CH3:5].CCOCC.[ClH:46].O1CCOCC1. (5) Given the product [Cl:1][C:2]1[CH:3]=[CH:4][C:5]([O:29][CH:30]2[CH2:32][CH2:31]2)=[C:6]([C:8]2[C:12]([NH2:13])=[CH:11][NH:10][N:9]=2)[CH:7]=1, predict the reactants needed to synthesize it. The reactants are: [Cl:1][C:2]1[CH:3]=[CH:4][C:5]([O:29][CH:30]2[CH2:32][CH2:31]2)=[C:6]([C:8]2[C:12]([NH:13]C(=O)OC(C)(C)C)=[CH:11][N:10](COCC[Si](C)(C)C)[N:9]=2)[CH:7]=1.N1C=C(NC(=O)[O-])C=N1.Cl.CO.